This data is from Catalyst prediction with 721,799 reactions and 888 catalyst types from USPTO. The task is: Predict which catalyst facilitates the given reaction. (1) Reactant: [NH2:1][C:2]1[CH:10]=[CH:9][C:5]([C:6]([OH:8])=[O:7])=[C:4]([Cl:11])[CH:3]=1.[C:12](Cl)(=O)C. Product: [NH2:1][C:2]1[CH:10]=[CH:9][C:5]([C:6]([O:8][CH3:12])=[O:7])=[C:4]([Cl:11])[CH:3]=1. The catalyst class is: 5. (2) Reactant: [CH3:1][O:2][C:3]1[CH:19]=[CH:18][C:6]([CH2:7][N:8]2[C:12](=[O:13])[CH2:11][CH:10]([C:14](OC)=[O:15])[CH2:9]2)=[CH:5][CH:4]=1.[NH3:20]. Product: [CH3:1][O:2][C:3]1[CH:19]=[CH:18][C:6]([CH2:7][N:8]2[C:12](=[O:13])[CH2:11][CH:10]([C:14]([NH2:20])=[O:15])[CH2:9]2)=[CH:5][CH:4]=1. The catalyst class is: 5.